This data is from Reaction yield outcomes from USPTO patents with 853,638 reactions. The task is: Predict the reaction yield, written as a fraction of the theoretical maximum amount of product (1.0 means a 100% yield; for example, 0.34 means a 34% yield). (1) The reactants are Br[C:2]1[CH:3]=[C:4]2[CH:10]=[CH:9][N:8]([S:11]([C:14]3[CH:20]=[CH:19][C:17]([CH3:18])=[CH:16][CH:15]=3)(=[O:13])=[O:12])[C:5]2=[N:6][CH:7]=1.[B-](F)(F)(F)[CH3:22].[K+].C(=O)([O-])[O-].[Cs+].[Cs+]. The catalyst is C1COCC1.O.C1C=CC(P(C2C=CC=CC=2)[C-]2C=CC=C2)=CC=1.C1C=CC(P(C2C=CC=CC=2)[C-]2C=CC=C2)=CC=1.Cl[Pd]Cl.[Fe+2]. The product is [CH3:22][C:2]1[CH:3]=[C:4]2[CH:10]=[CH:9][N:8]([S:11]([C:14]3[CH:20]=[CH:19][C:17]([CH3:18])=[CH:16][CH:15]=3)(=[O:13])=[O:12])[C:5]2=[N:6][CH:7]=1. The yield is 0.470. (2) The reactants are [Cl:1][C:2]1[CH:11]=[CH:10][CH:9]=[C:8]2[C:3]=1[C:4]([O:53][CH3:54])=[CH:5][N:6]=[C:7]2[O:12][C@H:13]1[CH2:52][N:16]2[C:17](=[O:51])[C@@H:18]([NH:43]C(=O)OC(C)(C)C)[C@H:19]([CH3:42])[CH2:20][CH2:21][CH2:22][CH:23]([CH3:41])[CH:24]=[CH:25][C@@H:26]3[CH2:31][C@@:27]3([C:32](=[O:40])[NH:33][S:34]([CH:37]3[CH2:39][CH2:38]3)(=[O:36])=[O:35])[NH:28][C:29](=[O:30])[C@@H:15]2[CH2:14]1.Cl. The catalyst is O1CCOCC1. The product is [ClH:1].[NH2:43][C@@H:18]1[C:17](=[O:51])[N:16]2[CH2:52][C@H:13]([O:12][C:7]3[C:8]4[C:3](=[C:2]([Cl:1])[CH:11]=[CH:10][CH:9]=4)[C:4]([O:53][CH3:54])=[CH:5][N:6]=3)[CH2:14][C@H:15]2[C:29](=[O:30])[NH:28][C@:27]2([C:32]([NH:33][S:34]([CH:37]3[CH2:39][CH2:38]3)(=[O:35])=[O:36])=[O:40])[CH2:31][C@H:26]2[CH:25]=[CH:24][CH:23]([CH3:41])[CH2:22][CH2:21][CH2:20][C@H:19]1[CH3:42]. The yield is 0.960. (3) The reactants are [F:1][C:2]([F:13])([F:12])[C:3]1[CH:11]=[CH:10][C:6]([C:7](Cl)=[O:8])=[CH:5][CH:4]=1.[NH:14]1[CH2:24][CH2:23][CH:17]([C:18]([O:20][CH2:21][CH3:22])=[O:19])[CH2:16][CH2:15]1.C(N(CC)CC)C. The catalyst is C(Cl)Cl. The product is [F:1][C:2]([F:13])([F:12])[C:3]1[CH:11]=[CH:10][C:6]([C:7]([N:14]2[CH2:24][CH2:23][CH:17]([C:18]([O:20][CH2:21][CH3:22])=[O:19])[CH2:16][CH2:15]2)=[O:8])=[CH:5][CH:4]=1. The yield is 1.00. (4) The reactants are [C:1]([O:5][C:6]([C@H:8]1[CH2:10][C@@H:9]1[C@@:11]([CH3:27])([NH:20][S@@:21]([C:23]([CH3:26])([CH3:25])[CH3:24])=[O:22])[C:12]([C:15](OCC)=[O:16])([F:14])[F:13])=[O:7])([CH3:4])([CH3:3])[CH3:2].[BH4-].[Li+].C(O)(=O)C.O. The catalyst is O1CCCC1.[Cl-].[Na+].O.C(OCC)(=O)C. The product is [C:1]([O:5][C:6]([C@H:8]1[CH2:10][C@@H:9]1[C@@:11]([CH3:27])([NH:20][S@@:21]([C:23]([CH3:26])([CH3:25])[CH3:24])=[O:22])[C:12]([F:13])([F:14])[CH2:15][OH:16])=[O:7])([CH3:4])([CH3:2])[CH3:3]. The yield is 0.590. (5) The reactants are [CH3:1][O:2][C:3](=[O:14])[C:4]1[C:5](=[CH:7][CH:8]=[C:9]([C:11](=[O:13])[CH3:12])[CH:10]=1)[OH:6].[CH2:15](Br)[C:16]1[CH:21]=[CH:20][CH:19]=[CH:18][CH:17]=1.C(=O)([O-])[O-].[K+].[K+]. The catalyst is C(C(C)=O)C. The product is [CH3:1][O:2][C:3](=[O:14])[C:4]1[CH:10]=[C:9]([C:11](=[O:13])[CH3:12])[CH:8]=[CH:7][C:5]=1[O:6][CH2:15][C:16]1[CH:21]=[CH:20][CH:19]=[CH:18][CH:17]=1. The yield is 0.714. (6) The reactants are [F:1][C:2]1[CH:3]=[C:4]2[C:9](=[CH:10][CH:11]=1)[O:8][CH2:7][CH2:6][CH:5]2O.C1(C)C=CC(S(O)(=O)=O)=CC=1.O.C([O-])(O)=O.[Na+]. The catalyst is C1(C)C=CC=CC=1. The product is [F:1][C:2]1[CH:3]=[C:4]2[C:9](=[CH:10][CH:11]=1)[O:8][CH2:7][CH:6]=[CH:5]2. The yield is 0.520.